Dataset: Full USPTO retrosynthesis dataset with 1.9M reactions from patents (1976-2016). Task: Predict the reactants needed to synthesize the given product. (1) Given the product [O:21]=[S:17]1(=[O:22])[CH2:18][CH2:19][CH2:20][C:16]1=[CH:2][C:3]1[CH:8]=[CH:7][C:6]([CH:9]([CH3:15])[C:10]([O:12][CH2:13][CH3:14])=[O:11])=[CH:5][CH:4]=1, predict the reactants needed to synthesize it. The reactants are: Cl[CH:2]([CH:16]1[CH2:20][CH2:19][CH2:18][S:17]1(=[O:22])=[O:21])[C:3]1[CH:8]=[CH:7][C:6]([CH:9]([CH3:15])[C:10]([O:12][CH2:13][CH3:14])=[O:11])=[CH:5][CH:4]=1.N12CCCN=C1CCCCC2. (2) Given the product [OH:48][CH2:47][C:43]1[CH:42]=[C:41]2[C:46](=[CH:45][CH:44]=1)[C@H:38]([NH:37][C:17](=[O:18])[CH2:16][CH:15]([C:20]1[CH:21]=[CH:22][CH:23]=[CH:24][CH:25]=1)[CH2:14][S:11]([C:2]1[CH:3]=[CH:4][C:5]3[C:10](=[CH:9][CH:8]=[CH:7][CH:6]=3)[CH:1]=1)(=[O:13])=[O:12])[CH2:39][CH2:40]2, predict the reactants needed to synthesize it. The reactants are: [CH:1]1[C:10]2[C:5](=[CH:6][CH:7]=[CH:8][CH:9]=2)[CH:4]=[CH:3][C:2]=1[S:11]([CH2:14][CH:15]([C:20]1[CH:25]=[CH:24][CH:23]=[CH:22][CH:21]=1)[CH2:16][C:17](O)=[O:18])(=[O:13])=[O:12].CN(C=O)C.C(Cl)(=O)C(Cl)=O.[NH2:37][C@H:38]1[C:46]2[C:41](=[CH:42][C:43]([CH2:47][OH:48])=[CH:44][CH:45]=2)[CH2:40][CH2:39]1.C(=O)([O-])[O-].[Na+].[Na+]. (3) Given the product [C:26]([O:25][C:23]([N:20]1[CH2:21][CH2:22][C:17]([S:14]([C:11]2[CH:10]=[CH:9][C:8]([O:7][C:3]3[CH:2]=[N:1][CH:6]=[CH:5][CH:4]=3)=[CH:13][CH:12]=2)(=[O:15])=[O:16])([C:30]([OH:32])=[O:31])[CH2:18][CH2:19]1)=[O:24])([CH3:29])([CH3:27])[CH3:28], predict the reactants needed to synthesize it. The reactants are: [N:1]1[CH:6]=[CH:5][CH:4]=[C:3]([O:7][C:8]2[CH:13]=[CH:12][C:11]([S:14]([C:17]3([C:30]([O:32]CC)=[O:31])[CH2:22][CH2:21][N:20]([C:23]([O:25][C:26]([CH3:29])([CH3:28])[CH3:27])=[O:24])[CH2:19][CH2:18]3)(=[O:16])=[O:15])=[CH:10][CH:9]=2)[CH:2]=1.[OH-].[K+]. (4) The reactants are: C(=O)([O-])[O-].[K+].[K+].[CH2:7]([O:9][C:10]([C:12]1[C:16](Br)=[C:15]([N+:18]([O-:20])=[O:19])[S:14][CH:13]=1)=[O:11])[CH3:8].[CH2:21]([SH:28])[C:22]1[CH:27]=[CH:26][CH:25]=[CH:24][CH:23]=1. Given the product [CH2:7]([O:9][C:10]([C:12]1[C:16]([S:28][CH2:21][C:22]2[CH:27]=[CH:26][CH:25]=[CH:24][CH:23]=2)=[C:15]([N+:18]([O-:20])=[O:19])[S:14][CH:13]=1)=[O:11])[CH3:8], predict the reactants needed to synthesize it. (5) Given the product [C:1]([O:5][C:6](=[O:18])[NH:7][C:8]1[CH:13]=[CH:12][C:11]([F:14])=[CH:10][C:9]=1[NH2:15])([CH3:4])([CH3:2])[CH3:3], predict the reactants needed to synthesize it. The reactants are: [C:1]([O:5][C:6](=[O:18])[NH:7][C:8]1[CH:13]=[CH:12][C:11]([F:14])=[CH:10][C:9]=1[N+:15]([O-])=O)([CH3:4])([CH3:3])[CH3:2].